This data is from Catalyst prediction with 721,799 reactions and 888 catalyst types from USPTO. The task is: Predict which catalyst facilitates the given reaction. (1) Reactant: [F:1][C:2]1[CH:3]=[C:4]([NH:8][C:9]2[CH:17]=[CH:16][C:12]([C:13]([OH:15])=[O:14])=[CH:11][C:10]=2[N+:18]([O-])=O)[CH:5]=[CH:6][CH:7]=1. Product: [NH2:18][C:10]1[CH:11]=[C:12]([CH:16]=[CH:17][C:9]=1[NH:8][C:4]1[CH:5]=[CH:6][CH:7]=[C:2]([F:1])[CH:3]=1)[C:13]([OH:15])=[O:14]. The catalyst class is: 123. (2) Reactant: [OH:1][C:2]1[CH:11]=[C:10]2[C:5]([CH2:6][CH2:7][CH2:8][C:9]2=[O:12])=[CH:4][CH:3]=1.Br[CH2:14][CH2:15][CH2:16][O:17][CH3:18].[I-].[K+].C(=O)([O-])[O-].[K+].[K+]. The catalyst class is: 47. Product: [CH3:18][O:17][CH2:16][CH2:15][CH2:14][O:1][C:2]1[CH:11]=[C:10]2[C:5]([CH2:6][CH2:7][CH2:8][C:9]2=[O:12])=[CH:4][CH:3]=1. (3) Reactant: [Br:1][C:2]1[CH:3]=[C:4]([CH:7]=[CH:8][C:9]=1[OH:10])[CH:5]=[O:6].C([O-])([O-])=O.[K+].[K+].Br[CH2:18][C:19]([CH3:21])=[CH2:20]. Product: [Br:1][C:2]1[CH:3]=[C:4]([CH:7]=[CH:8][C:9]=1[O:10][CH2:20][C:19]([CH3:21])=[CH2:18])[CH:5]=[O:6]. The catalyst class is: 3. (4) Reactant: [NH2:1][C:2]1[CH:34]=[CH:33][C:5]([C:6]([NH:8][C@H:9]2[CH2:14][CH2:13][CH2:12][C@@H:11]([NH:15][C:16]3[N:21]=[C:20]([C:22]4[C:30]5[C:25](=[CH:26][CH:27]=[CH:28][CH:29]=5)[NH:24][C:23]=4[CH3:31])[C:19]([Cl:32])=[CH:18][N:17]=3)[CH2:10]2)=[O:7])=[CH:4][CH:3]=1.[C:35](Cl)(=[O:38])[CH:36]=[CH2:37]. Product: [C:35]([NH:1][C:2]1[CH:34]=[CH:33][C:5]([C:6]([NH:8][C@H:9]2[CH2:14][CH2:13][CH2:12][C@@H:11]([NH:15][C:16]3[N:21]=[C:20]([C:22]4[C:30]5[C:25](=[CH:26][CH:27]=[CH:28][CH:29]=5)[NH:24][C:23]=4[CH3:31])[C:19]([Cl:32])=[CH:18][N:17]=3)[CH2:10]2)=[O:7])=[CH:4][CH:3]=1)(=[O:38])[CH:36]=[CH2:37]. The catalyst class is: 2.